From a dataset of Catalyst prediction with 721,799 reactions and 888 catalyst types from USPTO. Predict which catalyst facilitates the given reaction. Reactant: [Cl:1][C:2]1[CH:18]=[CH:17][C:5]([CH2:6][O:7][C:8]2[CH:15]=[CH:14][C:11]([CH:12]=O)=[C:10]([OH:16])[CH:9]=2)=[CH:4][CH:3]=1.C([BH3-])#N.[Na+].CN(C1C=CC(N=NC2C=CC(S(O)(=O)=O)=CC=2)=CC=1)C.Cl. Product: [Cl:1][C:2]1[CH:18]=[CH:17][C:5]([CH2:6][O:7][C:8]2[CH:15]=[CH:14][C:11]([CH3:12])=[C:10]([OH:16])[CH:9]=2)=[CH:4][CH:3]=1. The catalyst class is: 30.